Task: Predict the reaction yield, written as a fraction of the theoretical maximum amount of product (1.0 means a 100% yield; for example, 0.34 means a 34% yield).. Dataset: Reaction yield outcomes from USPTO patents with 853,638 reactions The reactants are Cl.Cl[C:3]1[CH:8]=[CH:7][N:6]=[CH:5][CH:4]=1.[NH2:9][C:10]1[CH:15]=[CH:14][C:13]([OH:16])=[CH:12][CH:11]=1.[OH-].[Na+].[CH3:19]S(C)=O. No catalyst specified. The product is [NH2:9][C:10]1[CH:15]=[CH:14][C:13]([O:16][C:8]2[CH:7]=[CH:19][C:5]([NH2:6])=[CH:4][CH:3]=2)=[CH:12][CH:11]=1. The yield is 0.940.